Dataset: Experimentally validated miRNA-target interactions with 360,000+ pairs, plus equal number of negative samples. Task: Binary Classification. Given a miRNA mature sequence and a target amino acid sequence, predict their likelihood of interaction. (1) The miRNA is mmu-miR-99b-5p with sequence CACCCGUAGAACCGACCUUGCG. The protein sequence of the target gene is MDISKGLPGMQGGLHIWISENRKMVPVPEGAYGNFFEEHCYVILHVPQSPKATQGASSDLHYWVGKQAGAEAQGAAEAFQQRLQDELGGQTVLHREAQGHESDCFCSYFRPGIIYRKGGLASDLKHVETNLFNIQRLLHIKGRKHVSATEVELSWNSFNKGDIFLLDLGKMMIQWNGPKTSISEKARGLALTYSLRDRERGGGRAQIGVVDDEAKAPDLMQIMEAVLGRRVGSLRAATPSKDINQLQKANVRLYHVYEKGKDLVVLELATPPLTQDLLQEEDFYILDQGGFKIYVWQGRM.... Result: 0 (no interaction). (2) The miRNA is mmu-miR-223-3p with sequence UGUCAGUUUGUCAAAUACCCCA. The protein sequence of the target gene is MEGTHCTLQLHNPIAELCYISFYLPKGEVRGFSYKGTVTLDRSNNAFHNCYQVREGPDITSLSQQPNEHPGDIFFKQTPTKNILTELYKLTAEKERLLDSLLRSDNILGVSMGSQEGKLQELSVILATGDEYFQSAGNWRRELPVSSLIRRSTQENKKPRRSGRRRESPEELRQKRTRRKGRGCQESAFQMGKDQVCSSSSLSFRARPNLRLLEERGNLVPRGTLTSSLRRRESCPANILRTPDADLAFGNSGRTSEDTDLEGPLSPDSSPTEVGDADVGGQLKSSHQQEPPQPNVSESH.... Result: 1 (interaction). (3) The miRNA is mmu-miR-100-5p with sequence AACCCGUAGAUCCGAACUUGUG. The protein sequence of the target gene is MWLGRRALCALVLLLACASLGLLYASTRDAPGLRLPLAPWAPPQSPRRPELPDLAPEPRYAHIPVRIKEQVVGLLAWNNCSCESSGGGLPLPFQKQVRAIDLTKAFDPAELRAASATREQEFQAFLSRSQSPADQLLIAPANSPLQYPLQGVEVQPLRSILVPGLSLQAASGQEVYQVNLTASLGTWDVAGEVTGVTLTGEGQADLTLVSPGLDQLNRQLQLVTYSSRSYQTNTADTVRFSTEGHEAAFTIRIRHPPNPRLYPPGSLPQGAQYNISALVTIATKTFLRYDRLRALITSIR.... Result: 0 (no interaction). (4) The miRNA is hsa-miR-548ar-3p with sequence UAAAACUGCAGUUAUUUUUGC. The protein sequence of the target gene is MAEHGESSEDRISEIDYEFLPELSALLGVDAFQVAKSQEEEEHKERMKMKKGFNSQMRSEAKRLKTFETYDTFRSWTPQEMAAAGFYHTGVRLGVQCFCCSLILFGNSLRKLPIERHKKLRPECEFLQGKDVGNIGKYDIRVKRPEKMLRGGKARYHEEEARLESFEDWPFYAHGTSPRVLSAAGFVFTGKRDTVQCFSCGGSLGNWEEGDDPWKEHAKWFPKCEFLQSKKSSEEIAQYIQSYEGFVHVTGEHFVKSWVRRELPMVSAYCNDSVFANEELRMDMFKDWPQESPVGVEALV.... Result: 0 (no interaction). (5) The miRNA is hsa-miR-6782-3p with sequence CACCUUUGUGUCCCCAUCCUGCA. The protein sequence of the target gene is MASQQAPAKDLQTNNLEFTPTDSSGVQWAEDISNSPSAQLNFSPSNNGCWATQELQSLWKMFNSWLQPEKQTKEQMISQLVLEQFLLTGHCKDKYALTEKWKASGSDMRRFMESLTDECLKPPVMVHVSMQGQEALFSENMPLKEVIKLLKQQQSATRPTPDNEQMPVDTTQDRLLATGQENSENECNNSCNATEANVGESCSGNEMDSLLIIQKEQHPEHEEGNVVCQFPHGARRASQGTPSHHVDFPSAPTTADVPMEEQPKDLSRENISEDKNNCYNTSRNAATQVYSGDNIPRNKS.... Result: 0 (no interaction). (6) The miRNA is hsa-miR-6821-5p with sequence GUGCGUGGUGGCUCGAGGCGGGG. Result: 0 (no interaction). The protein sequence of the target gene is MSLDMKEHPDAEVQKNQVLTLEDWKEKWVTRHISFHQEQGHQLLKKHLDTFLKGQSGLRVFFPLCGKAIEMKWFADRGHTVVGVEISEIGIREFFAEQNLSYTEEPLAEIAGAKVFKSSSGSISLYCCSIFDLPRANIGKFDRIWDRGALVAINPGDHDRYADIILSLLRKEFQYLVAVLSYDPTKHAGPPFYVPSAELKRLFGTKCSMQCLEEVDALEERHKAWGLDYLFEKLYLLTEK.